From a dataset of Full USPTO retrosynthesis dataset with 1.9M reactions from patents (1976-2016). Predict the reactants needed to synthesize the given product. (1) Given the product [CH:4]1([C:7]([O:9][CH3:10])=[O:8])[CH2:3][CH2:2][CH:1]([C:11]([O:13][CH3:14])=[O:12])[CH2:6][CH2:5]1, predict the reactants needed to synthesize it. The reactants are: [CH:1]1([C:11]([O:13][CH3:14])=[O:12])[CH2:6][CH2:5][CH:4]([C:7]([O:9][CH3:10])=[O:8])[CH:3]=[CH:2]1.C1(C(OC)=O)CCC(C(OC)=O)CC=1.C(Cl)Cl. (2) Given the product [CH3:26][S:27]([O:1][CH2:2][C:3]1[C:11]2[C:6](=[N:7][CH:8]=[CH:9][CH:10]=2)[N:5]([C:12]([O:14][C:15]([CH3:18])([CH3:17])[CH3:16])=[O:13])[CH:4]=1)(=[O:29])=[O:28], predict the reactants needed to synthesize it. The reactants are: [OH:1][CH2:2][C:3]1[C:11]2[C:6](=[N:7][CH:8]=[CH:9][CH:10]=2)[N:5]([C:12]([O:14][C:15]([CH3:18])([CH3:17])[CH3:16])=[O:13])[CH:4]=1.C(N(CC)CC)C.[CH3:26][S:27](Cl)(=[O:29])=[O:28]. (3) Given the product [CH2:1]([N:8]1[CH2:13][CH2:12][N:11]([C:14]2[N:15]=[N:16][C:17]([C:22]3[CH:23]=[CH:24][C:25]([F:28])=[CH:26][CH:27]=3)=[C:18]([CH3:21])[C:19]=2[CH3:20])[CH:10]([CH3:29])[CH2:9]1)[C:2]1[CH:3]=[CH:4][CH:5]=[CH:6][CH:7]=1, predict the reactants needed to synthesize it. The reactants are: [CH2:1]([N:8]1[CH2:13][CH2:12][N:11]([C:14]2[N:15]=[N:16][C:17]([C:22]3[CH:27]=[CH:26][C:25]([F:28])=[CH:24][CH:23]=3)=[C:18]([CH3:21])[C:19]=2[CH3:20])[CH:10]([CH3:29])[C:9]1=O)[C:2]1[CH:7]=[CH:6][CH:5]=[CH:4][CH:3]=1.CO.Cl. (4) Given the product [Cl:26][C:11]1[NH:10][C:14]2[N:15]=[CH:16][N:17]=[C:18]([C:19]3[CH:20]=[CH:21][C:22]([NH:23][S:36]([C:33]4[CH:32]=[CH:31][C:30]([O:29][CH:28]([F:27])[F:40])=[CH:35][CH:34]=4)(=[O:38])=[O:37])=[CH:24][CH:25]=3)[C:13]=2[CH:12]=1, predict the reactants needed to synthesize it. The reactants are: C1(S([N:10]2[C:14]3[N:15]=[CH:16][N:17]=[C:18]([C:19]4[CH:25]=[CH:24][C:22]([NH2:23])=[CH:21][CH:20]=4)[C:13]=3[CH:12]=[C:11]2[Cl:26])(=O)=O)C=CC=CC=1.[F:27][CH:28]([F:40])[O:29][C:30]1[CH:35]=[CH:34][C:33]([S:36](Cl)(=[O:38])=[O:37])=[CH:32][CH:31]=1. (5) The reactants are: [N:1]1[NH:2][C:3](=O)[CH:4]=[C:5]2[CH2:11][CH2:10][CH2:9][C:8]3[CH:12]=[CH:13][CH:14]=[CH:15][C:7]=3[C:6]=12.O=P(Cl)(Cl)[Cl:19]. Given the product [Cl:19][C:3]1[N:2]=[N:1][C:6]2[C:7]3[CH:15]=[CH:14][CH:13]=[CH:12][C:8]=3[CH2:9][CH2:10][CH2:11][C:5]=2[CH:4]=1, predict the reactants needed to synthesize it. (6) Given the product [NH:48]1[CH:52]=[CH:51][N:50]=[C:49]1[NH:53][C:54]([C:56]1([NH:61][C:20]([C:18]2[CH:17]=[CH:16][C:14]3[NH:15][C:11]([C:3]4[N:2]=[CH:1][C:10]5[C:5]([CH:4]=4)=[CH:6][CH:7]=[CH:8][CH:9]=5)=[N:12][C:13]=3[CH:19]=2)=[O:22])[CH2:60][CH2:59][CH2:58][CH2:57]1)=[O:55], predict the reactants needed to synthesize it. The reactants are: [CH:1]1[C:10]2[C:5](=[CH:6][CH:7]=[CH:8][CH:9]=2)[CH:4]=[C:3]([C:11]2[NH:15][C:14]3[CH:16]=[CH:17][C:18]([C:20]([OH:22])=O)=[CH:19][C:13]=3[N:12]=2)[N:2]=1.CN(C(ON1N=NC2C=CC=CC1=2)=[N+](C)C)C.F[P-](F)(F)(F)(F)F.Cl.[NH:48]1[CH:52]=[CH:51][N:50]=[C:49]1[NH:53][C:54]([C:56]1([NH2:61])[CH2:60][CH2:59][CH2:58][CH2:57]1)=[O:55].